Dataset: Forward reaction prediction with 1.9M reactions from USPTO patents (1976-2016). Task: Predict the product of the given reaction. (1) Given the reactants Br[C:2]1[S:3][C:4]([CH3:7])=[CH:5][CH:6]=1.[Mg].[CH:9]([C@@H:11]1[N:15]([CH3:16])[C:14](=[O:17])[CH2:13][C@@H:12]1[C:18]1[CH:23]=[CH:22][CH:21]=[CH:20][CH:19]=1)=[O:10].[NH4+].[Cl-], predict the reaction product. The product is: [OH:10][C@H:9]([C:2]1[S:3][C:4]([CH3:7])=[CH:5][CH:6]=1)[C@@H:11]1[N:15]([CH3:16])[C:14](=[O:17])[CH2:13][C@@H:12]1[C:18]1[CH:23]=[CH:22][CH:21]=[CH:20][CH:19]=1. (2) Given the reactants [CH3:1][CH:2]([CH3:32])[CH:3]([NH:11][C:12](=[O:31])[CH2:13][N:14]1[C:19](=[O:20])[C:18]([NH:21]C(=O)C)=[CH:17][N:16]=[C:15]1[C:25]1[CH:30]=[CH:29][CH:28]=[CH:27][CH:26]=1)[C:4]([C:6]1[S:7][CH:8]=[CH:9][N:10]=1)=[O:5].[ClH:33], predict the reaction product. The product is: [ClH:33].[CH3:1][CH:2]([CH3:32])[CH:3]([NH:11][C:12](=[O:31])[CH2:13][N:14]1[C:19](=[O:20])[C:18]([NH2:21])=[CH:17][N:16]=[C:15]1[C:25]1[CH:30]=[CH:29][CH:28]=[CH:27][CH:26]=1)[C:4]([C:6]1[S:7][CH:8]=[CH:9][N:10]=1)=[O:5]. (3) Given the reactants Cl.[Br:2][C:3]1[CH:8]=[C:7]([Cl:9])[CH:6]=[CH:5][C:4]=1[CH2:10][C:11]([NH2:13])=[NH:12].[C:14]([O:18][C:19](=[O:34])/[C:20](/O)=[C:21](\[O:25][CH2:26][C:27]1[CH:32]=[CH:31][CH:30]=[CH:29][CH:28]=1)/[C:22](O)=[O:23])([CH3:17])([CH3:16])[CH3:15].C[O-].[Na+].C(OCC)(=O)C, predict the reaction product. The product is: [C:14]([O:18][C:19]([C:20]1[C:21]([O:25][CH2:26][C:27]2[CH:32]=[CH:31][CH:30]=[CH:29][CH:28]=2)=[C:22]([OH:23])[N:13]=[C:11]([CH2:10][C:4]2[CH:5]=[CH:6][C:7]([Cl:9])=[CH:8][C:3]=2[Br:2])[N:12]=1)=[O:34])([CH3:17])([CH3:15])[CH3:16]. (4) Given the reactants [NH:1]1[CH:5]=[C:4]([C:6]2[CH:22]=[CH:21][C:9]3[C:10]4[N:11]=[C:12]([C:18](O)=[O:19])[S:13][C:14]=4[CH2:15][CH2:16][O:17][C:8]=3[CH:7]=2)[CH:3]=[N:2]1.[CH3:23][C@H:24]1[CH2:29][O:28][CH2:27][CH2:26][NH:25]1, predict the reaction product. The product is: [CH3:23][C@H:24]1[CH2:29][O:28][CH2:27][CH2:26][N:25]1[C:18]([C:12]1[S:13][C:14]2[CH2:15][CH2:16][O:17][C:8]3[CH:7]=[C:6]([C:4]4[CH:5]=[N:1][NH:2][CH:3]=4)[CH:22]=[CH:21][C:9]=3[C:10]=2[N:11]=1)=[O:19]. (5) Given the reactants Cl[C:2]1[N:3]=[C:4]([N:22]2[CH2:27][CH2:26][O:25][CH2:24][CH2:23]2)[C:5]2[O:10][C:9]([CH2:11][N:12]3[CH2:17][CH2:16][N:15]([S:18]([CH3:21])(=[O:20])=[O:19])[CH2:14][CH2:13]3)=[CH:8][C:6]=2[N:7]=1.[CH3:28][O:29][C:30]1[CH:31]=[N:32][CH:33]=[C:34](B2OC(C)(C)C(C)(C)O2)[CH:35]=1, predict the reaction product. The product is: [CH3:28][O:29][C:30]1[CH:35]=[C:34]([C:2]2[N:3]=[C:4]([N:22]3[CH2:27][CH2:26][O:25][CH2:24][CH2:23]3)[C:5]3[O:10][C:9]([CH2:11][N:12]4[CH2:17][CH2:16][N:15]([S:18]([CH3:21])(=[O:20])=[O:19])[CH2:14][CH2:13]4)=[CH:8][C:6]=3[N:7]=2)[CH:33]=[N:32][CH:31]=1. (6) The product is: [Br:1][C:2]1[CH:3]=[CH:4][C:5]([O:12][CH3:13])=[C:6]([C@@H:8]([CH3:11])[CH:9]=[O:10])[CH:7]=1. Given the reactants [Br:1][C:2]1[CH:3]=[CH:4][C:5]([O:12][CH3:13])=[C:6]([C@H:8]([CH3:11])[CH:9]=[O:10])[CH:7]=1.BrC1C=CC(OC)=C([C@@H](C)CO)C=1, predict the reaction product. (7) The product is: [C:20]([O:24][C:25](=[O:26])[NH:27][CH2:28][CH2:29][O:1][N:2]1[C:3](=[O:12])[C:4]2[C:5](=[CH:8][CH:9]=[CH:10][CH:11]=2)[C:6]1=[O:7])([CH3:23])([CH3:22])[CH3:21]. Given the reactants [OH:1][N:2]1[C:6](=[O:7])[C:5]2=[CH:8][CH:9]=[CH:10][CH:11]=[C:4]2[C:3]1=[O:12].C(N(CC)CC)C.[C:20]([O:24][C:25]([NH:27][CH2:28][CH2:29]OS(C)(=O)=O)=[O:26])([CH3:23])([CH3:22])[CH3:21], predict the reaction product.